This data is from Full USPTO retrosynthesis dataset with 1.9M reactions from patents (1976-2016). The task is: Predict the reactants needed to synthesize the given product. (1) Given the product [CH3:9][O:10][C:7]([C:5]1[CH:6]=[N:1][CH:2]=[N:3][CH:4]=1)=[NH:8], predict the reactants needed to synthesize it. The reactants are: [N:1]1[CH:6]=[C:5]([C:7]#[N:8])[CH:4]=[N:3][CH:2]=1.[CH3:9][O-:10].[Na+]. (2) The reactants are: C(O)C.O.[C:5]([O:14][CH3:15])(=[O:13])[C:6]1[C:7](=[CH:9][CH:10]=[CH:11][CH:12]=1)[OH:8].[NH2+]1CCN=C1. Given the product [C:5]([O:14][CH3:15])(=[O:13])[C:6]1[C:7](=[CH:9][CH:10]=[CH:11][CH:12]=1)[OH:8], predict the reactants needed to synthesize it. (3) Given the product [NH2:3][C:2]1[S:1][C:11]2[C:6]([N:5]=1)=[CH:7][CH:8]=[C:9]([O:12][C:13]1[C:14]([Cl:34])=[CH:15][C:16]([F:33])=[C:17]([NH:19][C:20](=[O:32])[C:21]3[CH:26]=[CH:25][CH:24]=[C:23]([C:27]([C:30]#[N:31])([CH3:29])[CH3:28])[CH:22]=3)[CH:18]=1)[N:10]=2, predict the reactants needed to synthesize it. The reactants are: [S-:1][C:2]#[N:3].[K+].[NH2:5][C:6]1[CH:7]=[CH:8][C:9]([O:12][C:13]2[C:14]([Cl:34])=[CH:15][C:16]([F:33])=[C:17]([NH:19][C:20](=[O:32])[C:21]3[CH:26]=[CH:25][CH:24]=[C:23]([C:27]([C:30]#[N:31])([CH3:29])[CH3:28])[CH:22]=3)[CH:18]=2)=[N:10][CH:11]=1.BrBr.